From a dataset of Choline transporter screen with 302,306 compounds. Binary Classification. Given a drug SMILES string, predict its activity (active/inactive) in a high-throughput screening assay against a specified biological target. (1) The drug is Clc1c(sc2c1ccc(F)c2)C(=O)N(C1CCN(CC1)C)C. The result is 0 (inactive). (2) The drug is S(=O)(=O)(N1CCC(CC1)C(=O)Nc1ncc(cc1)C)c1cc2CC(N(c2cc1)C(=O)C)C. The result is 0 (inactive). (3) The drug is Brc1c(C(=O)CSc2[n+]([O-])cccc2)cccc1. The result is 0 (inactive).